Dataset: Forward reaction prediction with 1.9M reactions from USPTO patents (1976-2016). Task: Predict the product of the given reaction. (1) Given the reactants [Cl:1][C:2]1[C:3]([CH:49]2[CH2:51][CH2:50]2)=[N:4][N:5]([CH3:48])[C:6]=1[N:7]1[CH2:47][CH2:46][C:10]2[N:11]=[C:12]([C:25]3[C:33]([CH3:34])=[CH:32][CH:31]=[C:30]4[C:26]=3[C:27]([CH3:45])=[N:28][N:29]4S(C3C=CC(C)=CC=3)(=O)=O)[N:13]=[C:14]([N:15]3[CH2:20][CH2:19][C@@H:18]([O:21][CH3:22])[C:17]([CH3:24])([CH3:23])[CH2:16]3)[C:9]=2[CH2:8]1.C([O-])([O-])=O.[K+].[K+], predict the reaction product. The product is: [Cl:1][C:2]1[C:3]([CH:49]2[CH2:50][CH2:51]2)=[N:4][N:5]([CH3:48])[C:6]=1[N:7]1[CH2:47][CH2:46][C:10]2[N:11]=[C:12]([C:25]3[C:33]([CH3:34])=[CH:32][CH:31]=[C:30]4[C:26]=3[C:27]([CH3:45])=[N:28][NH:29]4)[N:13]=[C:14]([N:15]3[CH2:20][CH2:19][C@@H:18]([O:21][CH3:22])[C:17]([CH3:24])([CH3:23])[CH2:16]3)[C:9]=2[CH2:8]1. (2) Given the reactants [NH2:1][C:2]1[C:3]([C:15]([NH2:17])=[O:16])=[CH:4][C:5]2[C:13]3[C:8](=[CH:9][CH:10]=[CH:11][CH:12]=3)[NH:7][C:6]=2[N:14]=1.CC(C)([O-])C.[K+].Br[CH2:25][CH2:26][N:27]1[CH:31]=[CH:30][CH:29]=[CH:28]1.[I-].[K+], predict the reaction product. The product is: [NH2:1][C:2]1[C:3]([C:15]([NH2:17])=[O:16])=[CH:4][C:5]2[C:13]3[C:8](=[CH:9][CH:10]=[CH:11][CH:12]=3)[N:7]([CH2:25][CH2:26][N:27]3[CH:31]=[CH:30][CH:29]=[CH:28]3)[C:6]=2[N:14]=1. (3) Given the reactants [CH:1]1([N:6]2[C:11]3=[N:12][C:13](S(C)=O)=[N:14][CH:15]=[C:10]3[CH2:9][N:8]([C:19]3[C:24]([F:25])=[C:23]([O:26][CH3:27])[CH:22]=[C:21]([O:28][CH3:29])[C:20]=3[F:30])[C:7]2=[O:31])[CH2:5][CH2:4][CH2:3][CH2:2]1.[NH2:32][C@H:33]1[CH2:38][CH2:37][C@H:36]([OH:39])[CH2:35][CH2:34]1, predict the reaction product. The product is: [CH:1]1([N:6]2[C:11]3=[N:12][C:13]([NH:32][CH:33]4[CH2:38][CH2:37][CH:36]([OH:39])[CH2:35][CH2:34]4)=[N:14][CH:15]=[C:10]3[CH2:9][N:8]([C:19]3[C:24]([F:25])=[C:23]([O:26][CH3:27])[CH:22]=[C:21]([O:28][CH3:29])[C:20]=3[F:30])[C:7]2=[O:31])[CH2:5][CH2:4][CH2:3][CH2:2]1.